From a dataset of Peptide-MHC class I binding affinity with 185,985 pairs from IEDB/IMGT. Regression. Given a peptide amino acid sequence and an MHC pseudo amino acid sequence, predict their binding affinity value. This is MHC class I binding data. The peptide sequence is AEVRPVVSY. The MHC is HLA-B15:01 with pseudo-sequence HLA-B15:01. The binding affinity (normalized) is 0.602.